Predict the product of the given reaction. From a dataset of Forward reaction prediction with 1.9M reactions from USPTO patents (1976-2016). (1) The product is: [Cl:24][C:21]1[CH:22]=[N:23][C:2]2[N:19]=[C:7]([CH2:8][O:9][CH2:10][CH2:11][C:12]3[CH:17]=[CH:16][C:15]([Cl:18])=[CH:14][CH:13]=3)[NH:6][C:4](=[O:5])[C:3]=2[CH:20]=1. Given the reactants Cl[C:2]1[N:23]=[CH:22][C:21]([Cl:24])=[CH:20][C:3]=1[C:4]([NH:6][C:7](=[NH:19])[CH2:8][O:9][CH2:10][CH2:11][C:12]1[CH:17]=[CH:16][C:15]([Cl:18])=[CH:14][CH:13]=1)=[O:5].CC([O-])(C)C.[K+], predict the reaction product. (2) Given the reactants N[C:2]1[CH:7]=[CH:6][CH:5]=[C:4]([N+:8]([O-:10])=[O:9])[C:3]=1[OH:11].N([O-])=O.[Na+].[S:16](=[O:18])=[O:17].[ClH:19], predict the reaction product. The product is: [OH:11][C:3]1[C:4]([N+:8]([O-:10])=[O:9])=[CH:5][CH:6]=[CH:7][C:2]=1[S:16]([Cl:19])(=[O:18])=[O:17]. (3) Given the reactants [CH3:1][O:2][C:3]1[CH:4]=[C:5]2[C:10](=[CH:11][C:12]=1[O:13][CH3:14])[N:9]=[CH:8][CH:7]=[C:6]2[O:15][C:16]1[CH:22]=[CH:21][C:19]([NH2:20])=[CH:18][C:17]=1[O:23][CH3:24].C(N(CC)CC)C.ClC(Cl)(O[C:36](=[O:42])OC(Cl)(Cl)Cl)Cl.[F:44][C:45]1[CH:50]=[CH:49][C:48]([C@H:51]([NH2:53])[CH3:52])=[CH:47][CH:46]=1, predict the reaction product. The product is: [CH3:1][O:2][C:3]1[CH:4]=[C:5]2[C:10](=[CH:11][C:12]=1[O:13][CH3:14])[N:9]=[CH:8][CH:7]=[C:6]2[O:15][C:16]1[CH:22]=[CH:21][C:19]([NH:20][C:36]([NH:53][C@@H:51]([C:48]2[CH:49]=[CH:50][C:45]([F:44])=[CH:46][CH:47]=2)[CH3:52])=[O:42])=[CH:18][C:17]=1[O:23][CH3:24]. (4) Given the reactants [CH2:1]([C:5]1[CH:10]=[CH:9][C:8]([CH:11]([C:13]2[CH:14]=[C:15]3[C:20](=[CH:21][CH:22]=2)[N:19]=[CH:18][CH:17]=[CH:16]3)[OH:12])=[CH:7][C:6]=1[CH3:23])[CH2:2][CH2:3][CH3:4].O(C1C=C(C=CC=1)CNC(C1C=C2C(=CC=1)NC=C2)=O)C1C=CC=CC=1, predict the reaction product. The product is: [CH2:1]([C:5]1[CH:10]=[CH:9][C:8]([C:11]([C:13]2[CH:14]=[C:15]3[C:20](=[CH:21][CH:22]=2)[N:19]=[CH:18][CH:17]=[CH:16]3)=[O:12])=[CH:7][C:6]=1[CH3:23])[CH2:2][CH2:3][CH3:4]. (5) Given the reactants C[Sn](C)(C)[C:3]1[CH:12]=[C:11]2[C:6]([CH:7]=[CH:8][CH:9]=[C:10]2[N:13]2[CH2:18][CH2:17][N:16]([CH3:19])[CH2:15][CH2:14]2)=[CH:5][CH:4]=1.[CH3:22][S:23]([NH:26][C:27]1[CH:28]=[C:29](Br)[CH:30]=[CH:31][CH:32]=1)(=[O:25])=[O:24].[CH2:34](N(CC)CC)C.[Cl-].[Li+], predict the reaction product. The product is: [CH3:22][S:23]([NH:26][C:27]1[CH:28]=[C:29]([C:3]2[CH:12]=[C:11]3[C:6]([CH:7]=[CH:8][CH:9]=[C:10]3[N:13]3[CH2:18][CH2:17][N:16]([CH2:19][CH3:34])[CH2:15][CH2:14]3)=[CH:5][CH:4]=2)[CH:30]=[CH:31][CH:32]=1)(=[O:25])=[O:24]. (6) Given the reactants CCN(C(C)C)C(C)C.Cl.[Br:11][C:12]1[CH:13]=[CH:14][C:15]([S:20]([CH2:23][CH3:24])(=[O:22])=[O:21])=[C:16]([CH:19]=1)[CH2:17][NH2:18].[F:25][C:26]([F:37])([F:36])[C:27]1[CH:28]=[C:29]([CH:33]=[CH:34][CH:35]=1)[C:30](O)=[O:31].CN(C(ON1N=NC2C=CC=CC1=2)=[N+](C)C)C.F[P-](F)(F)(F)(F)F, predict the reaction product. The product is: [Br:11][C:12]1[CH:13]=[CH:14][C:15]([S:20]([CH2:23][CH3:24])(=[O:22])=[O:21])=[C:16]([CH:19]=1)[CH2:17][NH:18][C:30](=[O:31])[C:29]1[CH:33]=[CH:34][CH:35]=[C:27]([C:26]([F:25])([F:36])[F:37])[CH:28]=1. (7) Given the reactants [CH3:1][C:2]1[N:3]([C:7]2[CH:12]=[CH:11][C:10]([NH:13][C:14]3[N:15]=[C:16](OS(C(F)(F)F)(=O)=O)[C:17]4[CH2:23][N:22]([C:24]([O:26][C:27]([CH3:30])([CH3:29])[CH3:28])=[O:25])[CH2:21][CH2:20][C:18]=4[N:19]=3)=[CH:9][CH:8]=2)[CH:4]=[CH:5][N:6]=1.[O:39]1[CH2:43][CH2:42][CH2:41][C@@H:40]1[CH2:44][NH2:45], predict the reaction product. The product is: [CH3:1][C:2]1[N:3]([C:7]2[CH:8]=[CH:9][C:10]([NH:13][C:14]3[N:15]=[C:16]([NH:45][CH2:44][C@H:40]4[CH2:41][CH2:42][CH2:43][O:39]4)[C:17]4[CH2:23][N:22]([C:24]([O:26][C:27]([CH3:28])([CH3:30])[CH3:29])=[O:25])[CH2:21][CH2:20][C:18]=4[N:19]=3)=[CH:11][CH:12]=2)[CH:4]=[CH:5][N:6]=1.